Dataset: Catalyst prediction with 721,799 reactions and 888 catalyst types from USPTO. Task: Predict which catalyst facilitates the given reaction. (1) Reactant: [CH3:1][O:2][C:3]1[CH:15]=[C:14]([O:16][CH3:17])[CH:13]=[CH:12][C:4]=1[CH2:5][NH:6][C:7]1[S:8][CH:9]=[CH:10][N:11]=1.[H-].[Na+].Cl[S:21]([C:24]1[CH:33]=[CH:32][C:27]([C:28]([O:30][CH3:31])=[O:29])=[C:26]([F:34])[CH:25]=1)(=[O:23])=[O:22].O. Product: [CH3:1][O:2][C:3]1[CH:15]=[C:14]([O:16][CH3:17])[CH:13]=[CH:12][C:4]=1[CH2:5][N:6]([C:7]1[S:8][CH:9]=[CH:10][N:11]=1)[S:21]([C:24]1[CH:33]=[CH:32][C:27]([C:28]([O:30][CH3:31])=[O:29])=[C:26]([F:34])[CH:25]=1)(=[O:22])=[O:23]. The catalyst class is: 1. (2) The catalyst class is: 40. Product: [CH3:1][C:2]1([CH3:19])[O:7][CH2:6][N:5]([CH2:8][C:9]2[CH:14]=[CH:13][CH:12]=[CH:11][C:10]=2[NH2:15])[C:4](=[O:18])[CH2:3]1. Reactant: [CH3:1][C:2]1([CH3:19])[O:7][CH2:6][N:5]([CH2:8][C:9]2[CH:14]=[CH:13][CH:12]=[CH:11][C:10]=2[N+:15]([O-])=O)[C:4](=[O:18])[CH2:3]1.[Cl-].[NH4+]. (3) Reactant: [OH:1][C:2]1[CH:15]=[CH:14][C:5]2[C:6]([CH2:9][C:10]([O:12][CH3:13])=[O:11])=[CH:7][O:8][C:4]=2[CH:3]=1. Product: [OH:1][C:2]1[CH:15]=[CH:14][C:5]2[CH:6]([CH2:9][C:10]([O:12][CH3:13])=[O:11])[CH2:7][O:8][C:4]=2[CH:3]=1. The catalyst class is: 43.